Predict the product of the given reaction. From a dataset of Forward reaction prediction with 1.9M reactions from USPTO patents (1976-2016). Given the reactants [CH3:1][N:2]([CH2:10][CH2:11][N:12]([CH3:34])[CH2:13][C:14]1[N:23]([C:24]2[CH:29]=[CH:28][CH:27]=[CH:26][CH:25]=2)[C:22](=[O:30])[C:21]2[C:16](=[CH:17][CH:18]=[C:19]([N+:31]([O-:33])=[O:32])[CH:20]=2)[N:15]=1)C(=O)OC(C)(C)C.C(O)(C(F)(F)F)=O.O.C([O-])([O-])=O.[Na+].[Na+], predict the reaction product. The product is: [CH3:1][N:2]1[CH2:10][CH2:11][N:12]([CH3:34])[CH2:13]/[C:14]/1=[N:15]\[C:16]1[CH:17]=[CH:18][C:19]([N+:31]([O-:33])=[O:32])=[CH:20][C:21]=1[C:22]([NH:23][C:24]1[CH:29]=[CH:28][CH:27]=[CH:26][CH:25]=1)=[O:30].